Dataset: Reaction yield outcomes from USPTO patents with 853,638 reactions. Task: Predict the reaction yield, written as a fraction of the theoretical maximum amount of product (1.0 means a 100% yield; for example, 0.34 means a 34% yield). The reactants are Cl[C:2]1[CH:3]=[CH:4][C:5]2[N:6]([C:8]([C:12]([O-:14])=[O:13])=[C:9]([CH3:11])[N:10]=2)[N:7]=1.[F:15][C:16]([F:27])([F:26])[C:17]1[CH:22]=[CH:21][CH:20]=[CH:19][C:18]=1B(O)O.C([O-])([O-])=O.[Cs+].[Cs+].[Li+].[OH-]. The catalyst is O1CCOCC1.CCO.O.CCOC(C)=O.O.C1C=CC([P]([Pd]([P](C2C=CC=CC=2)(C2C=CC=CC=2)C2C=CC=CC=2)([P](C2C=CC=CC=2)(C2C=CC=CC=2)C2C=CC=CC=2)[P](C2C=CC=CC=2)(C2C=CC=CC=2)C2C=CC=CC=2)(C2C=CC=CC=2)C2C=CC=CC=2)=CC=1. The product is [CH3:11][C:9]1[N:10]=[C:5]2[CH:4]=[CH:3][C:2]([C:18]3[CH:19]=[CH:20][CH:21]=[CH:22][C:17]=3[C:16]([F:27])([F:26])[F:15])=[N:7][N:6]2[C:8]=1[C:12]([OH:14])=[O:13]. The yield is 0.640.